This data is from Forward reaction prediction with 1.9M reactions from USPTO patents (1976-2016). The task is: Predict the product of the given reaction. (1) The product is: [CH:31]1([CH2:36][O:37][C:2]2[CH:3]=[C:4]([C:8]3([C:25]4[CH:30]=[CH:29][N:28]=[CH:27][CH:26]=4)[C:16]4[C:11](=[N:12][CH:13]=[CH:14][CH:15]=4)[C:10]([NH2:17])=[N:9]3)[CH:5]=[CH:6][CH:7]=2)[CH2:35][CH2:34][CH2:33][CH2:32]1. Given the reactants O[C:2]1[CH:3]=[C:4]([C:8]2([C:25]3[CH:30]=[CH:29][N:28]=[CH:27][CH:26]=3)[C:16]3[C:11](=[N:12][CH:13]=[CH:14][CH:15]=3)[C:10]([NH:17]C(=O)OC(C)(C)C)=[N:9]2)[CH:5]=[CH:6][CH:7]=1.[CH:31]1([CH2:36][OH:37])[CH2:35][CH2:34][CH2:33][CH2:32]1, predict the reaction product. (2) Given the reactants C([O:3][C:4](=[O:30])[CH2:5][CH2:6][CH2:7][S:8][C:9]1[N:13]([CH2:14][C:15]2[C:19]3[CH:20]=[CH:21][CH:22]=[CH:23][C:18]=3[S:17][CH:16]=2)[C:12]2[CH:24]=[CH:25][C:26]([O:28][CH3:29])=[CH:27][C:11]=2[N:10]=1)C.[OH-].[Na+].Cl, predict the reaction product. The product is: [S:17]1[C:18]2[CH:23]=[CH:22][CH:21]=[CH:20][C:19]=2[C:15]([CH2:14][N:13]2[C:12]3[CH:24]=[CH:25][C:26]([O:28][CH3:29])=[CH:27][C:11]=3[N:10]=[C:9]2[S:8][CH2:7][CH2:6][CH2:5][C:4]([OH:30])=[O:3])=[CH:16]1. (3) Given the reactants CC(OI1(OC(C)=O)(OC(C)=O)OC(=O)C2C=CC=CC1=2)=O.[OH:23][CH:24]([C:31]1[C:39]2[C:34](=[N:35][CH:36]=[C:37]([C:40]3[CH:45]=[C:44]([O:46][CH3:47])[C:43]([O:48][CH3:49])=[C:42]([O:50][CH3:51])[CH:41]=3)[N:38]=2)[N:33]([Si:52]([CH:59]([CH3:61])[CH3:60])([CH:56]([CH3:58])[CH3:57])[CH:53]([CH3:55])[CH3:54])[CH:32]=1)[C:25]([CH3:30])([CH3:29])[CH2:26][C:27]#[N:28], predict the reaction product. The product is: [CH3:30][C:25]([CH3:29])([C:24](=[O:23])[C:31]1[C:39]2[C:34](=[N:35][CH:36]=[C:37]([C:40]3[CH:45]=[C:44]([O:46][CH3:47])[C:43]([O:48][CH3:49])=[C:42]([O:50][CH3:51])[CH:41]=3)[N:38]=2)[N:33]([Si:52]([CH:56]([CH3:58])[CH3:57])([CH:53]([CH3:54])[CH3:55])[CH:59]([CH3:61])[CH3:60])[CH:32]=1)[CH2:26][C:27]#[N:28]. (4) Given the reactants [H-].[Na+].[C:3]1([CH2:9][C:10]#[N:11])[CH:8]=[CH:7][CH:6]=[CH:5][CH:4]=1.Br[CH2:13][CH2:14][CH2:15]Br.O.C1(C)C=CC=CC=1, predict the reaction product. The product is: [C:3]1([C:9]2([C:10]#[N:11])[CH2:15][CH2:14][CH2:13]2)[CH:8]=[CH:7][CH:6]=[CH:5][CH:4]=1. (5) The product is: [CH3:1][O:2][C:3](=[O:18])[C:4]1[CH:9]=[CH:8][CH:7]=[C:6]([C:10]2([CH2:24][O:19][CH:26]3[CH2:27][CH2:28][CH2:29][CH2:30][O:25]3)[CH:14]([CH3:15])[S:13][CH:12]=[N:11]2)[CH:5]=1. Given the reactants [CH3:1][O:2][C:3](=[O:18])[C:4]1[CH:9]=[CH:8][CH:7]=[C:6]([C:10]2[N:11]=[C:12](CO)[S:13][C:14]=2[CH3:15])[CH:5]=1.[O:19]1[CH:24]=CCCC1.[OH2:25].[C:26]1(C)C=[CH:30][C:29](S(O)(=O)=O)=[CH:28][CH:27]=1, predict the reaction product.